Dataset: Catalyst prediction with 721,799 reactions and 888 catalyst types from USPTO. Task: Predict which catalyst facilitates the given reaction. (1) Reactant: Cl[C:2]1[N:7]=[C:6]([C:8]2[S:12][C:11]([CH:13]3[CH2:18][CH2:17][O:16][CH2:15][CH2:14]3)=[N:10][C:9]=2[C:19]2[C:20]([F:34])=[C:21]([NH:25][S:26]([C:29]3[CH:33]=[CH:32][O:31][CH:30]=3)(=[O:28])=[O:27])[CH:22]=[CH:23][CH:24]=2)[CH:5]=[CH:4][N:3]=1.[N:35]1([CH2:41][CH2:42][NH2:43])[CH2:40][CH2:39][O:38][CH2:37][CH2:36]1. Product: [F:34][C:20]1[C:19]([C:9]2[N:10]=[C:11]([CH:13]3[CH2:18][CH2:17][O:16][CH2:15][CH2:14]3)[S:12][C:8]=2[C:6]2[CH:5]=[CH:4][N:3]=[C:2]([NH:43][CH2:42][CH2:41][N:35]3[CH2:40][CH2:39][O:38][CH2:37][CH2:36]3)[N:7]=2)=[CH:24][CH:23]=[CH:22][C:21]=1[NH:25][S:26]([C:29]1[CH:33]=[CH:32][O:31][CH:30]=1)(=[O:28])=[O:27]. The catalyst class is: 12. (2) Reactant: [NH2:1][C:2]1[C:7]([NH2:8])=[C:6]([NH2:9])[CH:5]=[CH:4][N:3]=1.C([O-])(O)=O.[Na+].O1CCOCC1.Br.Br[CH2:23][C:24]([C:26]1[C:31]([C:32]([F:35])([F:34])[F:33])=[CH:30][CH:29]=[CH:28][N:27]=1)=O. Product: [F:35][C:32]([F:33])([F:34])[C:31]1[C:26]([C:24]2[N:1]=[C:2]3[N:3]=[CH:4][CH:5]=[C:6]([NH2:9])[C:7]3=[N:8][CH:23]=2)=[N:27][CH:28]=[CH:29][CH:30]=1. The catalyst class is: 6. (3) Reactant: Cl[C:2]1[N:7]=[C:6]([Cl:8])[C:5]([C:9]([F:12])([F:11])[F:10])=[CH:4][N:3]=1.Cl.[CH2:14]([NH:17][C:18](=[O:28])[C:19]1[CH:24]=[CH:23][C:22]([NH2:25])=[C:21]([O:26][CH3:27])[CH:20]=1)[CH2:15][CH3:16].C(N(C(C)C)C(C)C)C. Product: [CH3:27][O:26][C:21]1[CH:20]=[C:19]([C:18](=[O:28])[NH:17][CH2:14][CH2:15][CH3:16])[CH:24]=[CH:23][C:22]=1[NH:25][C:2]1[N:7]=[C:6]([Cl:8])[C:5]([C:9]([F:12])([F:11])[F:10])=[CH:4][N:3]=1. The catalyst class is: 155. (4) Reactant: Cl.Cl.[NH2:3][C@H:4]1[CH2:8][C@@H:7]([N:9]2[CH:17]=[N:16][C:15]3[C:10]2=[N:11][C:12]([Cl:33])=[N:13][C:14]=3[NH:18][CH2:19][CH:20]([C:27]2[CH:32]=[CH:31][CH:30]=[CH:29][CH:28]=2)[C:21]2[CH:26]=[CH:25][CH:24]=[CH:23][CH:22]=2)[C@H:6]([OH:34])[C@@H:5]1[OH:35].[C:36]([O:39][CH2:40][C:41](Cl)=[O:42])(=[O:38])[CH3:37]. Product: [Cl:33][C:12]1[N:11]=[C:10]2[C:15]([N:16]=[CH:17][N:9]2[C@@H:7]2[CH2:8][C@H:4]([NH:3][C:41]([CH2:40][O:39][C:36](=[O:38])[CH3:37])=[O:42])[C@@H:5]([OH:35])[C@H:6]2[OH:34])=[C:14]([NH:18][CH2:19][CH:20]([C:27]2[CH:28]=[CH:29][CH:30]=[CH:31][CH:32]=2)[C:21]2[CH:26]=[CH:25][CH:24]=[CH:23][CH:22]=2)[N:13]=1. The catalyst class is: 1. (5) Reactant: [Cl:1][C:2]1[C:7]([N+:8]([O-])=O)=[C:6]([Cl:11])[N:5]=[C:4]([S:12][CH3:13])[N:3]=1. Product: [Cl:1][C:2]1[C:7]([NH2:8])=[C:6]([Cl:11])[N:5]=[C:4]([S:12][CH3:13])[N:3]=1. The catalyst class is: 14. (6) Reactant: [CH3:1][Si:2]([CH3:17])([CH3:16])[CH2:3][CH2:4][O:5][CH2:6][O:7][CH2:8][C:9]1[N:10]=[C:11]([C:14]#[N:15])[S:12][CH:13]=1.[NH2:18][OH:19].Cl.C([O-])([O-])=O.[Na+].[Na+]. Product: [OH:19][N:18]=[C:14]([C:11]1[S:12][CH:13]=[C:9]([CH2:8][O:7][CH2:6][O:5][CH2:4][CH2:3][Si:2]([CH3:17])([CH3:16])[CH3:1])[N:10]=1)[NH2:15]. The catalyst class is: 40. (7) Reactant: [H-].[Al+3].[Li+].[H-].[H-].[H-].[CH:7]1([C:13]2[N:17]([CH3:18])[N:16]=[C:15]([C:19]3[CH:26]=[CH:25][C:22]([C:23]#[N:24])=[CH:21][CH:20]=3)[N:14]=2)[CH2:12][CH2:11][CH2:10][CH2:9][CH2:8]1.O.[OH-].[Na+]. Product: [CH:7]1([C:13]2[N:17]([CH3:18])[N:16]=[C:15]([C:19]3[CH:26]=[CH:25][C:22]([CH2:23][NH2:24])=[CH:21][CH:20]=3)[N:14]=2)[CH2:8][CH2:9][CH2:10][CH2:11][CH2:12]1. The catalyst class is: 7.